From a dataset of Reaction yield outcomes from USPTO patents with 853,638 reactions. Predict the reaction yield, written as a fraction of the theoretical maximum amount of product (1.0 means a 100% yield; for example, 0.34 means a 34% yield). (1) The reactants are [Cl:1][C:2]1[CH:3]=[CH:4][C:5]([OH:11])=[C:6]([CH:10]=1)[C:7]([OH:9])=O.[NH2:12][CH2:13][C:14]1[CH:26]=[CH:25][C:17]([C:18]([O:20][C:21]([CH3:24])([CH3:23])[CH3:22])=[O:19])=[CH:16][CH:15]=1.Cl.CN(C)CCCN=C=NCC.O.ON1C2C=CC=CC=2N=N1.C(N(CC)CC)C.C(=O)(O)[O-].[Na+]. The catalyst is ClCCl. The product is [Cl:1][C:2]1[CH:3]=[CH:4][C:5]([OH:11])=[C:6]([CH:10]=1)[C:7]([NH:12][CH2:13][C:14]1[CH:15]=[CH:16][C:17]([C:18]([O:20][C:21]([CH3:22])([CH3:24])[CH3:23])=[O:19])=[CH:25][CH:26]=1)=[O:9]. The yield is 0.480. (2) The reactants are [CH3:1][N:2]([CH3:21])[CH:3]1[CH2:8][CH2:7][C:6]([C:9]2[C:17]3[C:12](=[CH:13][CH:14]=[C:15]([N+:18]([O-])=O)[CH:16]=3)[NH:11][CH:10]=2)=[CH:5][CH2:4]1.I.CS[C:25]([C:27]1[S:28][CH:29]=[CH:30][CH:31]=1)=[NH:26]. The yield is 0.720. The catalyst is C(O)C.[Pd]. The product is [CH3:1][N:2]([CH3:21])[CH:3]1[CH2:8][CH2:7][CH:6]([C:9]2[C:17]3[C:12](=[CH:13][CH:14]=[C:15]([NH:18][C:25]([C:27]4[S:28][CH:29]=[CH:30][CH:31]=4)=[NH:26])[CH:16]=3)[NH:11][CH:10]=2)[CH2:5][CH2:4]1.